This data is from Reaction yield outcomes from USPTO patents with 853,638 reactions. The task is: Predict the reaction yield, written as a fraction of the theoretical maximum amount of product (1.0 means a 100% yield; for example, 0.34 means a 34% yield). The reactants are [NH:1]1[CH2:6][CH2:5][CH:4]([N:7]2[C:15]3[C:10](=[N:11][CH:12]=[CH:13][CH:14]=3)[N:9]([CH2:16][O:17][CH2:18][CH2:19][Si:20]([CH3:23])([CH3:22])[CH3:21])[C:8]2=[O:24])[CH2:3][CH2:2]1.C(N(CC)CC)C.Cl[C:33](OC(Cl)(Cl)Cl)=[O:34].[NH2:40][C@H:41]1[C:47]2=[N:48][CH:49]=[CH:50][CH:51]=[C:46]2[C@@H:45]([NH:52][C:53](=[O:59])[O:54][C:55]([CH3:58])([CH3:57])[CH3:56])[C@H:44]([C:60]2[CH:65]=[CH:64][CH:63]=[C:62]([F:66])[C:61]=2[F:67])[CH2:43][CH2:42]1. The catalyst is C(Cl)Cl.O1CCCC1.C(OCC)(=O)C. The product is [F:67][C:61]1[C:62]([F:66])=[CH:63][CH:64]=[CH:65][C:60]=1[C@@H:44]1[CH2:43][CH2:42][C@@H:41]([NH:40][C:33]([N:1]2[CH2:6][CH2:5][CH:4]([N:7]3[C:15]4[C:10](=[N:11][CH:12]=[CH:13][CH:14]=4)[N:9]([CH2:16][O:17][CH2:18][CH2:19][Si:20]([CH3:21])([CH3:23])[CH3:22])[C:8]3=[O:24])[CH2:3][CH2:2]2)=[O:34])[C:47]2=[N:48][CH:49]=[CH:50][CH:51]=[C:46]2[C@H:45]1[NH:52][C:53](=[O:59])[O:54][C:55]([CH3:58])([CH3:57])[CH3:56]. The yield is 0.130.